The task is: Predict the reactants needed to synthesize the given product.. This data is from Full USPTO retrosynthesis dataset with 1.9M reactions from patents (1976-2016). (1) Given the product [Br:8][C:6]1[CH:7]=[C:2]([N:9]2[CH2:13][CH2:12][CH2:11][C:10]2=[O:14])[CH:3]=[N:4][CH:5]=1, predict the reactants needed to synthesize it. The reactants are: Br[C:2]1[CH:3]=[N:4][CH:5]=[C:6]([Br:8])[CH:7]=1.[NH:9]1[CH2:13][CH2:12][CH2:11][C:10]1=[O:14].C([O-])([O-])=O.[K+].[K+].O1CCOCC1. (2) Given the product [N:1]1[C:9]([NH2:10])=[C:8]2[C:4]([N:5]=[CH:6][NH:7]2)=[N:3][CH:2]=1.[NH:11]1[C:20](=[O:21])[C:19]2[NH:18][CH:17]=[N:16][C:15]=2[N:14]=[C:12]1[NH2:13], predict the reactants needed to synthesize it. The reactants are: [N:1]1[C:9]([NH2:10])=[C:8]2[C:4]([N:5]=[CH:6][NH:7]2)=[N:3][CH:2]=1.[NH:11]1[C:20](=[O:21])[C:19]2[NH:18][CH:17]=[N:16][C:15]=2[N:14]=[C:12]1[NH2:13]. (3) Given the product [CH3:15][O:10][C:9](=[O:11])[C:8]([CH2:13][OH:14])([CH3:12])[CH2:7][OH:6], predict the reactants needed to synthesize it. The reactants are: OS(O)(=O)=O.[OH:6][CH2:7][C:8]([CH2:13][OH:14])([CH3:12])[C:9]([OH:11])=[O:10].[CH3:15]O. (4) Given the product [CH2:29]([O:28][C@@H:4]([CH2:5][C:6]1[CH:11]=[CH:10][C:9]([O:12][CH2:13][C:14]2[N:15]=[C:16]([C:20]3[CH:25]=[CH:24][CH:23]=[CH:22][C:21]=3[CH3:26])[O:17][C:18]=2[CH3:19])=[CH:8][C:7]=1[F:27])[C:3]([OH:31])=[O:2])[CH3:30], predict the reactants needed to synthesize it. The reactants are: C[O:2][C:3](=[O:31])[C@@H:4]([O:28][CH2:29][CH3:30])[CH2:5][C:6]1[CH:11]=[CH:10][C:9]([O:12][CH2:13][C:14]2[N:15]=[C:16]([C:20]3[CH:25]=[CH:24][CH:23]=[CH:22][C:21]=3[CH3:26])[O:17][C:18]=2[CH3:19])=[CH:8][C:7]=1[F:27].[Li+].[OH-]. (5) Given the product [C:15]1([N:6]2[C:5]3[CH:21]=[CH:22][C:2]([NH:1][S:30]([CH2:29][C:23]4[CH:28]=[CH:27][CH:26]=[CH:25][CH:24]=4)(=[O:32])=[O:31])=[CH:3][C:4]=3[N:8]=[C:7]2[C:9]2[CH:14]=[CH:13][CH:12]=[CH:11][CH:10]=2)[CH:16]=[CH:17][CH:18]=[CH:19][CH:20]=1, predict the reactants needed to synthesize it. The reactants are: [NH2:1][C:2]1[CH:22]=[CH:21][C:5]2[N:6]([C:15]3[CH:20]=[CH:19][CH:18]=[CH:17][CH:16]=3)[C:7]([C:9]3[CH:14]=[CH:13][CH:12]=[CH:11][CH:10]=3)=[N:8][C:4]=2[CH:3]=1.[C:23]1([CH2:29][S:30](Cl)(=[O:32])=[O:31])[CH:28]=[CH:27][CH:26]=[CH:25][CH:24]=1.